This data is from Catalyst prediction with 721,799 reactions and 888 catalyst types from USPTO. The task is: Predict which catalyst facilitates the given reaction. (1) Reactant: Br[C:2]1[N:7]=[C:6]([C:8]2[N:12]([CH:13]([CH3:15])[CH3:14])[N:11]=[CH:10][CH:9]=2)[C:5]([C:16]([O:18][CH3:19])=[O:17])=[CH:4][CH:3]=1.CCN(C(C)C)C(C)C.[CH3:29][N:30]([CH3:35])[CH2:31][CH2:32][NH:33][CH3:34]. Product: [CH3:29][N:30]([CH3:35])[CH2:31][CH2:32][N:33]([CH3:34])[C:2]1[N:7]=[C:6]([C:8]2[N:12]([CH:13]([CH3:15])[CH3:14])[N:11]=[CH:10][CH:9]=2)[C:5]([C:16]([O:18][CH3:19])=[O:17])=[CH:4][CH:3]=1. The catalyst class is: 7. (2) Product: [F:14][C:2]([F:1])([F:13])[C:3]1[C:7]([CH2:8][OH:9])=[CH:6][NH:5][N:4]=1. The catalyst class is: 1. Reactant: [F:1][C:2]([F:14])([F:13])[C:3]1[C:7]([C:8](OCC)=[O:9])=[CH:6][NH:5][N:4]=1.[H-].[H-].[H-].[H-].[Li+].[Al+3].CO.CCOC(C)=O. (3) Reactant: [Br:1][C:2]1[CH:8]=[CH:7][C:5]([NH2:6])=[C:4]([N+:9]([O-:11])=[O:10])[C:3]=1[Cl:12].FC(F)(F)C(O)=O.C(O[BH-](OC(=O)C)OC(=O)C)(=O)C.[Na+].[CH:34]1([CH:37]=O)[CH2:36][CH2:35]1.C(=O)([O-])O.[Na+]. Product: [Br:1][C:2]1[CH:8]=[CH:7][C:5]([NH:6][CH2:37][CH:34]2[CH2:36][CH2:35]2)=[C:4]([N+:9]([O-:11])=[O:10])[C:3]=1[Cl:12]. The catalyst class is: 4.